Task: Predict the product of the given reaction.. Dataset: Forward reaction prediction with 1.9M reactions from USPTO patents (1976-2016) (1) Given the reactants [F:1][C:2]1[CH:3]=[C:4]2[C:8](=[CH:9][CH:10]=1)[NH:7][CH:6]=[C:5]2[CH2:11][C:12](C)([C:16](O)=O)[C:13]([OH:15])=[O:14], predict the reaction product. The product is: [F:1][C:2]1[CH:3]=[C:4]2[C:8](=[CH:9][CH:10]=1)[NH:7][CH:6]=[C:5]2[CH2:11][CH:12]([CH3:16])[C:13]([OH:15])=[O:14]. (2) Given the reactants [Li]CCCC.[CH3:6][Si:7]([C:10]#[CH:11])([CH3:9])[CH3:8].[C:12]1([C:22]([C:24]2[CH:29]=[CH:28][CH:27]=[CH:26][CH:25]=2)=[O:23])[C:21]2[C:16](=[CH:17][CH:18]=[CH:19][CH:20]=2)[CH:15]=[CH:14][CH:13]=1, predict the reaction product. The product is: [C:12]1([C:22]([C:24]2[CH:29]=[CH:28][CH:27]=[CH:26][CH:25]=2)([OH:23])[C:11]#[C:10][Si:7]([CH3:9])([CH3:8])[CH3:6])[C:21]2[C:16](=[CH:17][CH:18]=[CH:19][CH:20]=2)[CH:15]=[CH:14][CH:13]=1. (3) Given the reactants C1(P(C2C=CC=CC=2)C2C=CC=CC=2)C=CC=CC=1.[NH:20]1[CH:24]=[C:23](/[CH:25]=[CH:26]/[C:27]([O:29][CH3:30])=[O:28])[CH:22]=[N:21]1.[CH3:31][N:32]1[CH2:37][CH2:36][CH:35]([CH2:38]O)[CH2:34][CH2:33]1.N(C(OC(C)(C)C)=O)=NC(OC(C)(C)C)=O, predict the reaction product. The product is: [CH3:31][N:32]1[CH2:37][CH2:36][CH:35]([CH2:38][N:20]2[CH:24]=[C:23](/[CH:25]=[CH:26]/[C:27]([O:29][CH3:30])=[O:28])[CH:22]=[N:21]2)[CH2:34][CH2:33]1. (4) Given the reactants [O:1]=[C:2]1[N:7]([CH2:8][C:9]2[CH:14]=[CH:13][CH:12]=[CH:11][CH:10]=2)[C@H:6]([C:15]([OH:17])=O)[CH2:5][O:4][CH2:3]1.[CH3:18][NH:19][CH3:20].C(Cl)CCl.C1C=NC2N(O)N=NC=2C=1.CN1CCOCC1, predict the reaction product. The product is: [CH3:18][N:19]([CH3:20])[C:15]([C@@H:6]1[CH2:5][O:4][CH2:3][C:2](=[O:1])[N:7]1[CH2:8][C:9]1[CH:14]=[CH:13][CH:12]=[CH:11][CH:10]=1)=[O:17]. (5) Given the reactants Br[CH2:2][C:3]([C:5]1[S:6][C:7]([F:10])=[CH:8][CH:9]=1)=[O:4].C(=O)([O-])[O-].[K+].[K+].[CH2:17]([NH:20][CH2:21][CH:22]=[CH2:23])[CH:18]=[CH2:19], predict the reaction product. The product is: [CH2:17]([N:20]([CH2:21][CH:22]=[CH2:23])[CH2:2][C:3]([C:5]1[S:6][C:7]([F:10])=[CH:8][CH:9]=1)=[O:4])[CH:18]=[CH2:19]. (6) The product is: [F:21][C:4]1[CH:5]=[C:6]2[C:14](=[C:2]([S:23]([CH3:22])(=[O:25])=[O:24])[CH:3]=1)[NH:13][C:12]1[CH:11]([CH2:15][C:16]([O:18][CH2:19][CH3:20])=[O:17])[CH2:10][CH2:9][CH2:8][C:7]2=1. Given the reactants Br[C:2]1[CH:3]=[C:4]([F:21])[CH:5]=[C:6]2[C:14]=1[NH:13][C:12]1[CH:11]([CH2:15][C:16]([O:18][CH2:19][CH3:20])=[O:17])[CH2:10][CH2:9][CH2:8][C:7]2=1.[CH3:22][S:23]([O-:25])=[O:24].[Na+], predict the reaction product.